From a dataset of Forward reaction prediction with 1.9M reactions from USPTO patents (1976-2016). Predict the product of the given reaction. (1) Given the reactants C([O:9][CH2:10][C@@H:11]1[CH2:15][C@@H:14]([N:16]2[CH2:20][CH2:19][CH2:18][CH2:17]2)[C@H:13]([N:21]2[C:25]3[N:26]=[C:27]([NH2:31])[NH:28][C:29](=[O:30])[C:24]=3[S:23][C:22]2=[O:32])[O:12]1)(=O)C1C=CC=CC=1.C([O-])([O-])=O.[K+].[K+], predict the reaction product. The product is: [NH2:31][C:27]1[NH:28][C:29](=[O:30])[C:24]2[S:23][C:22](=[O:32])[N:21]([C@H:13]3[C@H:14]([N:16]4[CH2:20][CH2:19][CH2:18][CH2:17]4)[CH2:15][C@@H:11]([CH2:10][OH:9])[O:12]3)[C:25]=2[N:26]=1. (2) Given the reactants C([O:4][C@@H:5]1[CH2:22][CH2:21][C@@:20]2([CH3:23])[C:7](=[CH:8][C:9](=[O:32])[C@@H:10]3[C@@H:19]2[CH2:18][CH2:17][C@@:15]2([CH3:16])[C@H:11]3[CH2:12][C@@H:13]([O:28]C(=O)C)[C@@H:14]2[O:24]C(=O)C)[CH2:6]1)(=O)C.[BH4-].[Na+].C(O)(=O)C.[OH-].[Na+], predict the reaction product. The product is: [CH3:16][C@:15]12[CH2:17][CH2:18][C@H:19]3[C@@H:10]([C@@H:9]([OH:32])[CH:8]=[C:7]4[C@:20]3([CH3:23])[CH2:21][CH2:22][C@@H:5]([OH:4])[CH2:6]4)[C@@H:11]1[CH2:12][C@@H:13]([OH:28])[C@@H:14]2[OH:24]. (3) Given the reactants [F:1][C:2]1[CH:7]=[C:6]([C:8]2[C:17]([N:18]([CH:20]([CH3:22])[CH3:21])[CH3:19])=[N:16][C:15]3[C:10](=[CH:11][CH:12]=[C:13]([C:23]([O:25]C)=[O:24])[CH:14]=3)[N:9]=2)[CH:5]=[CH:4][N:3]=1.[OH-].[Na+], predict the reaction product. The product is: [F:1][C:2]1[CH:7]=[C:6]([C:8]2[C:17]([N:18]([CH:20]([CH3:22])[CH3:21])[CH3:19])=[N:16][C:15]3[C:10](=[CH:11][CH:12]=[C:13]([C:23]([OH:25])=[O:24])[CH:14]=3)[N:9]=2)[CH:5]=[CH:4][N:3]=1.